Dataset: Forward reaction prediction with 1.9M reactions from USPTO patents (1976-2016). Task: Predict the product of the given reaction. (1) Given the reactants [CH2:1]([N:8]1[CH2:17][C:16]([CH3:19])([CH3:18])[NH:15][C:14](=O)[C:9]21[CH2:13][CH2:12][CH2:11][CH2:10]2)[C:2]1[CH:7]=[CH:6][CH:5]=[CH:4][CH:3]=1.[H-].[Al+3].[Li+].[H-].[H-].[H-].Cl[Si](C)(C)C.O, predict the reaction product. The product is: [CH2:1]([N:8]1[CH2:17][C:16]([CH3:19])([CH3:18])[NH:15][CH2:14][C:9]21[CH2:10][CH2:11][CH2:12][CH2:13]2)[C:2]1[CH:3]=[CH:4][CH:5]=[CH:6][CH:7]=1. (2) Given the reactants [C:1]([C:3]1[CH:4]=[C:5]2[C:9](=[CH:10][CH:11]=1)[C:8](=[O:12])[CH2:7][CH2:6]2)#[N:2].[BH4-].[Na+], predict the reaction product. The product is: [C:1]([C:3]1[CH:4]=[C:5]2[C:9](=[CH:10][CH:11]=1)[CH:8]([OH:12])[CH2:7][CH2:6]2)#[N:2].